From a dataset of Reaction yield outcomes from USPTO patents with 853,638 reactions. Predict the reaction yield, written as a fraction of the theoretical maximum amount of product (1.0 means a 100% yield; for example, 0.34 means a 34% yield). (1) The reactants are C1(C)C=CC=CC=1.Br[C:9]1[CH:13]=[CH:12][O:11][CH:10]=1.[CH:14]([C:16]1[CH:17]=[C:18](B(O)O)[CH:19]=[CH:20][CH:21]=1)=[O:15].C([O-])([O-])=O.[K+].[K+]. The catalyst is C1C=CC([P]([Pd]([P](C2C=CC=CC=2)(C2C=CC=CC=2)C2C=CC=CC=2)([P](C2C=CC=CC=2)(C2C=CC=CC=2)C2C=CC=CC=2)[P](C2C=CC=CC=2)(C2C=CC=CC=2)C2C=CC=CC=2)(C2C=CC=CC=2)C2C=CC=CC=2)=CC=1.O.CN(C=O)C. The product is [O:11]1[CH:12]=[CH:13][C:9]([C:20]2[CH:21]=[C:16]([CH:17]=[CH:18][CH:19]=2)[CH:14]=[O:15])=[CH:10]1. The yield is 0.100. (2) The reactants are [CH3:1][NH:2][C:3]1[C:12]([N+:13]([O-])=O)=[C:11]2[C:6]([CH:7]=[CH:8][CH:9]=[N:10]2)=[CH:5][CH:4]=1.O.NN. The product is [CH3:1][NH:2][C:3]1[C:12]([NH2:13])=[C:11]2[C:6]([CH:7]=[CH:8][CH:9]=[N:10]2)=[CH:5][CH:4]=1. The catalyst is CO.[Ni]. The yield is 0.800. (3) The reactants are [C:1]([O:5][CH2:6][CH2:7][CH2:8][CH2:9][O:10][C:11](=[O:14])[CH:12]=[CH2:13])(=[O:4])[CH:2]=[CH2:3].[CH3:15][CH:16]1[CH2:18][NH:17]1.[Al]. No catalyst specified. The product is [CH3:15][CH:16]1[CH2:18][N:17]1[CH2:3][CH2:2][C:1]([O:5][CH2:6][CH2:7][CH2:8][CH2:9][O:10][C:11](=[O:14])[CH2:12][CH2:13][N:17]1[CH2:18][CH:16]1[CH3:15])=[O:4]. The yield is 0.970. (4) The reactants are Br[C:2]1[CH:3]=[N:4][CH:5]=[C:6]([O:8][CH2:9][C:10]2[CH:15]=[CH:14][C:13]([C:16]3[CH:21]=[C:20]([O:22][CH3:23])[CH:19]=[CH:18][C:17]=3[F:24])=[C:12]([C:25]([CH3:28])([CH3:27])[CH3:26])[CH:11]=2)[CH:7]=1.[Br-].[CH2:30]([O:32][C:33](=[O:37])[CH2:34][CH2:35][Zn+])[CH3:31]. The catalyst is C1C=CC(/C=C/C(/C=C/C2C=CC=CC=2)=O)=CC=1.C1C=CC(/C=C/C(/C=C/C2C=CC=CC=2)=O)=CC=1.[Pd].CC(P(C(C)(C)C)[C]1[CH][CH][CH][CH]1)(C)C.C1C=CC([C]2[C](C3C=CC=CC=3)[C](C3C=CC=CC=3)[C](C3C=CC=CC=3)[C]2C2C=CC=CC=2)=CC=1.[Fe].C1COCC1. The product is [CH3:26][C:25]([C:12]1[CH:11]=[C:10]([CH2:9][O:8][C:6]2[CH:7]=[C:2]([CH2:35][CH2:34][C:33]([O:32][CH2:30][CH3:31])=[O:37])[CH:3]=[N:4][CH:5]=2)[CH:15]=[CH:14][C:13]=1[C:16]1[CH:21]=[C:20]([O:22][CH3:23])[CH:19]=[CH:18][C:17]=1[F:24])([CH3:28])[CH3:27]. The yield is 0.610. (5) The reactants are Br[C:2]1[C:11]2[C:6](=[CH:7][CH:8]=[C:9]([O:12][CH3:13])[CH:10]=2)[C:5](=[O:14])[NH:4][CH:3]=1.[NH:15]1[CH2:20][CH2:19][O:18][CH2:17][CH2:16]1.CCN(C(C)C)C(C)C. The catalyst is C(O)CO. The product is [CH3:13][O:12][C:9]1[CH:10]=[C:11]2[C:6](=[CH:7][CH:8]=1)[C:5]([OH:14])=[N:4][CH:3]=[C:2]2[N:15]1[CH2:20][CH2:19][O:18][CH2:17][CH2:16]1. The yield is 0.538. (6) The yield is 0.980. The reactants are [CH2:1]([C:3]1[CH:11]=[CH:10][C:6]([C:7]([OH:9])=[O:8])=[CH:5][CH:4]=1)[CH3:2].[N+:12]([O-])([OH:14])=[O:13]. The product is [CH2:1]([C:3]1[CH:11]=[CH:10][C:6]([C:7]([OH:9])=[O:8])=[CH:5][C:4]=1[N+:12]([O-:14])=[O:13])[CH3:2]. The catalyst is S(=O)(=O)(O)O. (7) The reactants are [C:1]([O:5][C:6]([N:8]1[CH2:12][C@H:11]([OH:13])[CH2:10][C@H:9]1[C:14]([O:16][CH3:17])=[O:15])=[O:7])([CH3:4])([CH3:3])[CH3:2].N1C=CN=C1.[Si:23](Cl)([C:26]([CH3:29])([CH3:28])[CH3:27])([CH3:25])[CH3:24]. The catalyst is CN(C=O)C.C(OCC)(=O)C. The product is [Si:23]([O:13][C@H:11]1[CH2:12][N:8]([C:6]([O:5][C:1]([CH3:4])([CH3:3])[CH3:2])=[O:7])[C@H:9]([C:14]([O:16][CH3:17])=[O:15])[CH2:10]1)([C:26]([CH3:29])([CH3:28])[CH3:27])([CH3:25])[CH3:24]. The yield is 0.990. (8) The reactants are [CH2:1]([CH:9]1[CH2:14][CH2:13][CH2:12][NH:11][CH2:10]1)[CH2:2][C:3]1[CH:8]=[CH:7][CH:6]=[CH:5][CH:4]=1.[CH:15]([C:17]1[CH:32]=[CH:31][C:20]([O:21][C:22]2[CH:30]=[CH:29][C:25]([C:26]([NH2:28])=[O:27])=[CH:24][N:23]=2)=[CH:19][CH:18]=1)=O.C(O[BH-](OC(=O)C)OC(=O)C)(=O)C.[Na+].C(O)(=O)C. The catalyst is ClCCCl.CO.C(Cl)Cl. The product is [CH2:1]([CH:9]1[CH2:14][CH2:13][CH2:12][N:11]([CH2:15][C:17]2[CH:32]=[CH:31][C:20]([O:21][C:22]3[CH:30]=[CH:29][C:25]([C:26]([NH2:28])=[O:27])=[CH:24][N:23]=3)=[CH:19][CH:18]=2)[CH2:10]1)[CH2:2][C:3]1[CH:8]=[CH:7][CH:6]=[CH:5][CH:4]=1. The yield is 0.490. (9) The reactants are Cl[C:2]1[C:3]([F:12])=[C:4]([CH:8]=[CH:9][C:10]=1[F:11])[C:5]([OH:7])=[O:6].[CH:13]#[C:14][CH2:15][CH2:16][CH2:17][CH2:18][CH2:19][CH2:20][CH2:21][CH3:22].C1(P(C2CCCCC2)C2C=CC=CC=2C2C(C(C)C)=CC(S([O-])(=O)=O)=CC=2C(C)C)CCCCC1.[Na+].C([O-])([O-])=O.[Cs+].[Cs+]. The catalyst is C(#N)C.O. The product is [C:13]([C:2]1[C:3]([F:12])=[C:4]([CH:8]=[CH:9][C:10]=1[F:11])[C:5]([OH:7])=[O:6])#[C:14][CH2:15][CH2:16][CH2:17][CH2:18][CH2:19][CH2:20][CH2:21][CH3:22]. The yield is 0.700. (10) The reactants are [C:1]([O:9][CH2:10][CH3:11])(=[O:8])[CH2:2][C:3]([O:5][CH2:6][CH3:7])=[O:4].[H-].[Na+].Br[CH2:15][C:16]#[C:17][CH3:18].Cl. The catalyst is C1COCC1. The product is [CH2:15]([CH:2]([C:3]([O:5][CH2:6][CH3:7])=[O:4])[C:1]([O:9][CH2:10][CH3:11])=[O:8])[C:16]#[C:17][CH3:18]. The yield is 1.00.